From a dataset of Reaction yield outcomes from USPTO patents with 853,638 reactions. Predict the reaction yield, written as a fraction of the theoretical maximum amount of product (1.0 means a 100% yield; for example, 0.34 means a 34% yield). (1) The reactants are Cl[C:2]1[N:10]=[CH:9][N:8]=[C:7]2[C:3]=1[N:4]=[CH:5][N:6]2[C:11]1[CH:12]=[C:13]([CH:20]=[CH:21][C:22]=1[CH3:23])[C:14]([NH:16][CH:17]1[CH2:19][CH2:18]1)=[O:15].C([Sn](CCCC)(CCCC)[C:29]1[CH:34]=[CH:33][CH:32]=[CH:31][N:30]=1)CCC. The catalyst is CN(C=O)C.C1C=CC([P]([Pd]([P](C2C=CC=CC=2)(C2C=CC=CC=2)C2C=CC=CC=2)([P](C2C=CC=CC=2)(C2C=CC=CC=2)C2C=CC=CC=2)[P](C2C=CC=CC=2)(C2C=CC=CC=2)C2C=CC=CC=2)(C2C=CC=CC=2)C2C=CC=CC=2)=CC=1. The product is [CH:17]1([NH:16][C:14](=[O:15])[C:13]2[CH:20]=[CH:21][C:22]([CH3:23])=[C:11]([N:6]3[CH:5]=[N:4][C:3]4[C:7]3=[N:8][CH:9]=[N:10][C:2]=4[C:29]3[CH:34]=[CH:33][CH:32]=[CH:31][N:30]=3)[CH:12]=2)[CH2:19][CH2:18]1. The yield is 0.880. (2) The reactants are C(NC(C)C)(C)C.[CH2:8]([Li])[CH2:9][CH2:10][CH3:11].[CH3:13][O:14][C:15]([CH:17]1[CH2:22][CH2:21][O:20][CH2:19][CH2:18]1)=[O:16].BrC=CCC. The catalyst is C1COCC1.CCCCCC.CN(P(N(C)C)(N(C)C)=O)C. The yield is 0.870. The product is [CH3:13][O:14][C:15]([C:17]1([CH2:11][CH2:10][CH:9]=[CH2:8])[CH2:22][CH2:21][O:20][CH2:19][CH2:18]1)=[O:16]. (3) The reactants are Cl[C:2]1[N:7]=[C:6]([NH:8][C@H:9]([CH3:12])[CH2:10][OH:11])[C:5]([C:13]2[S:14][CH:15]=[CH:16][CH:17]=2)=[CH:4][N:3]=1.[NH2:18][C:19]1[CH:24]=[CH:23][C:22]([S:25]([CH3:33])(=[N:27][C:28](=[O:32])[NH:29][CH2:30][CH3:31])=[O:26])=[CH:21][CH:20]=1. No catalyst specified. The product is [CH2:30]([NH:29][C:28]([N:27]=[S:25]([C:22]1[CH:21]=[CH:20][C:19]([NH:18][C:2]2[N:7]=[C:6]([NH:8][C@H:9]([CH3:12])[CH2:10][OH:11])[C:5]([C:13]3[S:14][CH:15]=[CH:16][CH:17]=3)=[CH:4][N:3]=2)=[CH:24][CH:23]=1)([CH3:33])=[O:26])=[O:32])[CH3:31]. The yield is 0.260. (4) The reactants are [Cl:1][C:2]1[CH:11]=[CH:10][C:5]([C:6](=[N:8][OH:9])[NH2:7])=[CH:4][CH:3]=1.[C:12]([O:16][C:17]([NH:19][C@@H:20]([CH3:24])[C:21](O)=O)=[O:18])([CH3:15])([CH3:14])[CH3:13].C1CCC(N=C=NC2CCCCC2)CC1. The catalyst is O1CCOCC1. The product is [Cl:1][C:2]1[CH:11]=[CH:10][C:5]([C:6]2[N:7]=[C:24]([C@@H:20]([NH:19][C:17](=[O:18])[O:16][C:12]([CH3:13])([CH3:15])[CH3:14])[CH3:21])[O:9][N:8]=2)=[CH:4][CH:3]=1. The yield is 0.480. (5) The reactants are Br[C:2]1[CH:6]=[CH:5][S:4][CH:3]=1.[CH2:7]([NH2:19])[CH2:8][CH2:9][CH2:10][CH2:11][CH2:12][CH2:13][CH2:14][CH2:15][CH2:16][CH2:17][CH3:18].[O-]P([O-])([O-])=O.[K+].[K+].[K+]. The catalyst is [Cu]I.CN(C)CCO. The product is [CH2:7]([NH:19][C:2]1[CH:6]=[CH:5][S:4][CH:3]=1)[CH2:8][CH2:9][CH2:10][CH2:11][CH2:12][CH2:13][CH2:14][CH2:15][CH2:16][CH2:17][CH3:18]. The yield is 0.490. (6) The reactants are [N+:1]([C:4]1[CH:5]=[C:6]([CH:14]=[CH:15][C:16]=1[N+:17]([O-])=O)[CH2:7][N:8]1[CH2:13][CH2:12][O:11][CH2:10][CH2:9]1)([O-])=O. The catalyst is C(O)C. The product is [N:8]1([CH2:7][C:6]2[CH:5]=[C:4]([NH2:1])[C:16]([NH2:17])=[CH:15][CH:14]=2)[CH2:13][CH2:12][O:11][CH2:10][CH2:9]1. The yield is 0.970.